This data is from TCR-epitope binding with 47,182 pairs between 192 epitopes and 23,139 TCRs. The task is: Binary Classification. Given a T-cell receptor sequence (or CDR3 region) and an epitope sequence, predict whether binding occurs between them. The epitope is EILDITPCSF. The TCR CDR3 sequence is CSAPWGPNEKLFF. Result: 0 (the TCR does not bind to the epitope).